Dataset: Full USPTO retrosynthesis dataset with 1.9M reactions from patents (1976-2016). Task: Predict the reactants needed to synthesize the given product. Given the product [Br:6][C:7]1[CH:12]=[C:11]([F:13])[CH:10]=[CH:9][C:8]=1[O:14][CH:15]1[CH2:1][CH2:16]1, predict the reactants needed to synthesize it. The reactants are: [CH2:1]([Zn]CC)C.[Br:6][C:7]1[CH:12]=[C:11]([F:13])[CH:10]=[CH:9][C:8]=1[O:14][CH:15]=[CH2:16].ICI.